From a dataset of Reaction yield outcomes from USPTO patents with 853,638 reactions. Predict the reaction yield, written as a fraction of the theoretical maximum amount of product (1.0 means a 100% yield; for example, 0.34 means a 34% yield). (1) The reactants are [F:1][C:2]([F:32])([F:31])[C:3]1[CH:8]=[CH:7][C:6]([NH:9][C:10]([N:12]2[CH2:17][CH2:16][N:15]([CH2:18][C@:19]3([CH3:30])[O:23][C:22]4=[N:24][C:25]([N+:27]([O-:29])=[O:28])=[CH:26][N:21]4[CH2:20]3)[CH2:14][CH2:13]2)=[O:11])=[CH:5][CH:4]=1.[CH3:33]N(C=O)C.[H-].[Na+].CI. The catalyst is O. The product is [CH3:33][N:9]([C:6]1[CH:5]=[CH:4][C:3]([C:2]([F:1])([F:31])[F:32])=[CH:8][CH:7]=1)[C:10]([N:12]1[CH2:13][CH2:14][N:15]([CH2:18][C@:19]2([CH3:30])[O:23][C:22]3=[N:24][C:25]([N+:27]([O-:29])=[O:28])=[CH:26][N:21]3[CH2:20]2)[CH2:16][CH2:17]1)=[O:11]. The yield is 0.170. (2) The reactants are [CH2:1]([C:3](=[CH:6][CH2:7][C:8]1[C:9]([O:21][CH2:22][CH2:23][Si:24]([CH3:27])([CH3:26])[CH3:25])=[C:10]2[C:14](=[C:15]([CH3:19])[C:16]=1[CH2:17][CH3:18])[CH2:13][O:12][C:11]2=[O:20])[CH:4]=[O:5])[CH3:2].[BH4-].[Li+]. The catalyst is CO.CO.O.C1COCC1. The product is [CH2:17]([C:16]1[C:15]([CH3:19])=[C:14]2[C:10](=[C:9]([O:21][CH2:22][CH2:23][Si:24]([CH3:25])([CH3:26])[CH3:27])[C:8]=1[CH2:7][CH:6]=[C:3]([CH2:4][OH:5])[CH2:1][CH3:2])[C:11](=[O:20])[O:12][CH2:13]2)[CH3:18]. The yield is 0.700. (3) The reactants are I[C:2]1[CH:3]=[CH:4][C:5]2[N:6]([CH:8]=[C:9]([NH:11][C:12](=[O:16])[CH2:13][O:14][CH3:15])[N:10]=2)[N:7]=1.C(=O)([O-])[O-].[K+].[K+].[NH2:23][C:24]1[CH:25]=[C:26]([OH:30])[CH:27]=[CH:28][CH:29]=1. The catalyst is CN(C)C=O. The product is [NH2:23][C:24]1[CH:25]=[C:26]([CH:27]=[CH:28][CH:29]=1)[O:30][C:2]1[CH:3]=[CH:4][C:5]2[N:6]([CH:8]=[C:9]([NH:11][C:12](=[O:16])[CH2:13][O:14][CH3:15])[N:10]=2)[N:7]=1. The yield is 0.510.